This data is from Full USPTO retrosynthesis dataset with 1.9M reactions from patents (1976-2016). The task is: Predict the reactants needed to synthesize the given product. (1) The reactants are: [Cl:1][C:2]1[CH:7]=[CH:6][C:5]([C@:8]2([O:17][C@H:16]([CH2:18][OH:19])[C@@H:14]([OH:15])[C@H:12]([OH:13])[C@H:10]2[OH:11])[OH:9])=[CH:4][C:3]=1[CH2:20][C:21]1[CH:26]=[CH:25][C:24]([C:27]#[CH:28])=[CH:23][CH:22]=1.I[C:30]1[CH:31]=[N:32][N:33]([CH3:35])[CH:34]=1. Given the product [Cl:1][C:2]1[CH:7]=[CH:6][C:5]([C@:8]2([O:17][C@H:16]([CH2:18][OH:19])[C@@H:14]([OH:15])[C@H:12]([OH:13])[C@H:10]2[OH:11])[OH:9])=[CH:4][C:3]=1[CH2:20][C:21]1[CH:22]=[CH:23][C:24]([C:27]#[C:28][C:30]2[CH:31]=[N:32][N:33]([CH3:35])[CH:34]=2)=[CH:25][CH:26]=1, predict the reactants needed to synthesize it. (2) Given the product [Cl:1][C:2]1[CH:7]=[C:6]([CH2:8][OH:9])[CH:5]=[C:4]([Cl:33])[C:3]=1[N:34]1[CH2:39][CH:38]([CH2:40][C:41]2[CH:46]=[CH:45][C:44]([F:47])=[CH:43][C:42]=2[F:48])[CH2:37][CH2:36][C:35]1=[O:49], predict the reactants needed to synthesize it. The reactants are: [Cl:1][C:2]1[CH:7]=[C:6]([C:8](OCC2C=CC=CC=2)(OCC2C=CC=CC=2)[O:9]CC2C=CC=CC=2)[CH:5]=[C:4]([Cl:33])[C:3]=1[N:34]1[CH2:39][CH:38]([CH2:40][C:41]2[CH:46]=[CH:45][C:44]([F:47])=[CH:43][C:42]=2[F:48])[CH2:37][CH2:36][C:35]1=[O:49].FC(F)(F)C(O)=O.C(=O)([O-])O.[Na+]. (3) Given the product [C:25](=[O:26])([O:24][N:21]1[C:22](=[O:23])[CH2:17][CH2:18][C:19]1=[O:20])[O:9][CH:1]1[CH2:8][CH2:7][CH2:6][CH:5]=[CH:4][CH2:3][CH2:2]1, predict the reactants needed to synthesize it. The reactants are: [CH:1]1([OH:9])[CH2:8][CH2:7][CH2:6][CH:5]=[CH:4][CH2:3][CH2:2]1.C(N(CC)CC)C.[CH2:17]1[C:22](=[O:23])[N:21]([O:24][C:25](ON2C(=O)CCC2=O)=[O:26])[C:19](=[O:20])[CH2:18]1. (4) Given the product [F:19][C:18]([F:21])([F:20])[S:15]([O:1][C:2]1[CH:9]=[CH:8][C:5]([CH:6]=[O:7])=[CH:4][C:3]=1[C:10]([F:11])([F:12])[F:13])(=[O:16])=[O:14], predict the reactants needed to synthesize it. The reactants are: [OH:1][C:2]1[CH:9]=[CH:8][C:5]([CH:6]=[O:7])=[CH:4][C:3]=1[C:10]([F:13])([F:12])[F:11].[O:14](S(C(F)(F)F)(=O)=O)[S:15]([C:18]([F:21])([F:20])[F:19])(=O)=[O:16]. (5) Given the product [Cl:5][C:6]([Cl:11])([Cl:10])[C:7]([C:18]1[C:17]2[CH:21]=[CH:22][C:14]([O:13][CH3:12])=[CH:15][C:16]=2[S:20][CH:19]=1)=[O:8], predict the reactants needed to synthesize it. The reactants are: [Cl-].[Al+3].[Cl-].[Cl-].[Cl:5][C:6]([Cl:11])([Cl:10])[C:7](Cl)=[O:8].[CH3:12][O:13][C:14]1[CH:22]=[CH:21][C:17]2[CH:18]=[CH:19][S:20][C:16]=2[CH:15]=1. (6) Given the product [Cl:24][C:19]1[N:20]=[C:21]([Cl:23])[N:22]=[C:17]([NH:11][C:6]2[N:5]=[CH:4][N:3]([CH2:1][CH3:2])[CH:7]=2)[N:18]=1, predict the reactants needed to synthesize it. The reactants are: [CH2:1]([N:3]1[C:7](N)=[CH:6][N:5]=[CH:4]1)[CH3:2].C([N:11](CC)CC)C.Cl[C:17]1[N:22]=[C:21]([Cl:23])[N:20]=[C:19]([Cl:24])[N:18]=1. (7) Given the product [CH2:1]([C@H:8]1[N:13]([C:14]([C:16]2[N:17]=[CH:18][N:19]([CH:27]3[CH2:32][CH2:31][CH2:30][CH2:29][C:28]3([OH:33])[C:43]([F:46])([F:45])[F:44])[C:20]=2[C:21]2[CH:26]=[CH:25][CH:24]=[CH:23][CH:22]=2)=[O:15])[CH2:12][CH2:11][N:10]([C:34]([O:36][C:37]([CH3:40])([CH3:39])[CH3:38])=[O:35])[CH2:9]1)[C:2]1[CH:7]=[CH:6][CH:5]=[CH:4][CH:3]=1, predict the reactants needed to synthesize it. The reactants are: [CH2:1]([C@H:8]1[N:13]([C:14]([C:16]2[N:17]=[CH:18][N:19]([CH:27]3[CH2:32][CH2:31][CH2:30][CH2:29][C:28]3=[O:33])[C:20]=2[C:21]2[CH:26]=[CH:25][CH:24]=[CH:23][CH:22]=2)=[O:15])[CH2:12][CH2:11][N:10]([C:34]([O:36][C:37]([CH3:40])([CH3:39])[CH3:38])=[O:35])[CH2:9]1)[C:2]1[CH:7]=[CH:6][CH:5]=[CH:4][CH:3]=1.C[Si](C)(C)[C:43]([F:46])([F:45])[F:44].CCCC[N+](CCCC)(CCCC)CCCC.[F-].